This data is from Full USPTO retrosynthesis dataset with 1.9M reactions from patents (1976-2016). The task is: Predict the reactants needed to synthesize the given product. (1) Given the product [CH3:24][S:23][C:17]1[N:16]=[C:15]2[N:14]([C:25]3[N:30]=[C:29]([N:31]4[CH:36]=[CH:35][CH:34]=[CH:33][C:32]4=[O:37])[CH:28]=[CH:27][CH:26]=3)[NH:13][C:21](=[O:22])[C:20]2=[CH:19][N:18]=1, predict the reactants needed to synthesize it. The reactants are: C([O-])=O.[NH4+].O1CCCC1.C([N:13]1[C:21](=[O:22])[C:20]2[C:15](=[N:16][C:17]([S:23][CH3:24])=[N:18][CH:19]=2)[N:14]1[C:25]1[N:30]=[C:29]([N:31]2[CH:36]=[CH:35][CH:34]=[CH:33][C:32]2=[O:37])[CH:28]=[CH:27][CH:26]=1)C=C. (2) Given the product [Br:1][C:2]1[CH:3]=[CH:4][C:5]([N:14]2[CH2:15][CH2:16][CH2:17][CH2:18][CH:13]2[CH2:11][CH3:12])=[C:6]([CH:9]=1)[CH:7]=[O:8], predict the reactants needed to synthesize it. The reactants are: [Br:1][C:2]1[CH:3]=[CH:4][C:5](F)=[C:6]([CH:9]=1)[CH:7]=[O:8].[CH2:11]([CH:13]1[CH2:18][CH2:17][CH2:16][CH2:15][NH:14]1)[CH3:12].C(=O)([O-])[O-].[Na+].[Na+]. (3) Given the product [C:27]([O:13][CH:9]1[CH2:10][CH2:11][CH2:12][C:8]1([NH:7][C:6]([O:5][C:1]([CH3:4])([CH3:3])[CH3:2])=[O:26])[CH2:14][NH:15][C:16]1[CH:21]=[CH:20][C:19]([C:22]#[N:23])=[C:18]([Cl:24])[C:17]=1[CH3:25])(=[O:29])[CH3:28], predict the reactants needed to synthesize it. The reactants are: [C:1]([O:5][C:6](=[O:26])[NH:7][C:8]1([CH2:14][NH:15][C:16]2[CH:21]=[CH:20][C:19]([C:22]#[N:23])=[C:18]([Cl:24])[C:17]=2[CH3:25])[CH2:12][CH2:11][CH2:10][CH:9]1[OH:13])([CH3:4])([CH3:3])[CH3:2].[C:27](OC(=O)C)(=[O:29])[CH3:28]. (4) Given the product [ClH:3].[CH3:6][CH:5]([O:7][C:8]1[CH:13]=[CH:12][CH:11]=[CH:10][C:9]=1[N:14]1[CH2:15][CH2:16][N:17]([CH2:20][CH2:21][NH:22][C:23](=[O:32])[CH2:24][N:25]2[CH2:30][CH2:29][CH2:28][CH2:27][C:26]2=[O:31])[CH2:18][CH2:19]1)[CH3:4], predict the reactants needed to synthesize it. The reactants are: O.O.[ClH:3].[CH3:4][CH:5]([O:7][C:8]1[CH:13]=[CH:12][CH:11]=[CH:10][C:9]=1[N:14]1[CH2:19][CH2:18][N:17]([CH2:20][CH2:21][NH:22][C:23](=[O:32])[CH2:24][N:25]2[CH2:30][CH2:29][CH2:28][CH2:27][C:26]2=[O:31])[CH2:16][CH2:15]1)[CH3:6].